This data is from HIV replication inhibition screening data with 41,000+ compounds from the AIDS Antiviral Screen. The task is: Binary Classification. Given a drug SMILES string, predict its activity (active/inactive) in a high-throughput screening assay against a specified biological target. (1) The drug is COc1ccc(C(=O)C#Cc2cnc(OC)nc2OC)cc1. The result is 0 (inactive). (2) The compound is CC1=C(C)C(=O)C(C2=C(C3=CC(=O)C(C)=C(C)C3=O)C(=O)C(C)=C(C)C2=O)=CC1=O. The result is 0 (inactive). (3) The drug is O=C1N(Cl)C2C(N1Cl)N(Cl)C(=O)N2Cl. The result is 0 (inactive). (4) The molecule is Sc1cc(S)c(S)nn1. The result is 1 (active). (5) The molecule is CCc1c(Cc2ccccc2)n(COCCSc2ccccc2)c(=O)[nH]c1=O. The result is 1 (active).